This data is from Full USPTO retrosynthesis dataset with 1.9M reactions from patents (1976-2016). The task is: Predict the reactants needed to synthesize the given product. (1) Given the product [OH:4][C@H:3]([C:5]1[CH:6]=[CH:7][C:8]2[N:9]([N:11]=[N:12][N:13]=2)[CH:10]=1)[CH2:2][NH:1][CH:15]1[CH2:16][CH2:17][N:18]([C:21]2[CH:34]=[CH:33][C:24]([CH2:25][CH:26]3[S:30][C:29](=[O:31])[NH:28][C:27]3=[O:32])=[CH:23][CH:22]=2)[CH2:19][CH2:20]1, predict the reactants needed to synthesize it. The reactants are: [NH2:1][CH2:2][C@@H:3]([C:5]1[CH:6]=[CH:7][C:8]2[N:9]([N:11]=[N:12][N:13]=2)[CH:10]=1)[OH:4].O=[C:15]1[CH2:20][CH2:19][N:18]([C:21]2[CH:34]=[CH:33][C:24]([CH2:25][CH:26]3[S:30][C:29](=[O:31])[NH:28][C:27]3=[O:32])=[CH:23][CH:22]=2)[CH2:17][CH2:16]1.[Sn](Cl)(Cl)(Cl)Cl. (2) The reactants are: [CH:1]1[C:6]([C:7]2[C:16](=[O:17])[C:15]3[CH:14]=[CH:13][C:12]([OH:18])=[CH:11][C:10]=3[O:9][CH:8]=2)=[CH:5][CH:4]=[C:3]([OH:19])[CH:2]=1.CC(C)=O.Cl[CH2:25][C:26]1[N:30]=[C:29]([C:31]2[CH:36]=[CH:35][CH:34]=[C:33]([C:37]([F:40])([F:39])[F:38])[CH:32]=2)[O:28][N:27]=1. Given the product [OH:19][C:3]1[CH:4]=[CH:5][C:6]([C:7]2[C:16](=[O:17])[C:15]3[C:10](=[CH:11][C:12]([O:18][CH2:25][C:26]4[N:30]=[C:29]([C:31]5[CH:36]=[CH:35][CH:34]=[C:33]([C:37]([F:40])([F:38])[F:39])[CH:32]=5)[O:28][N:27]=4)=[CH:13][CH:14]=3)[O:9][CH:8]=2)=[CH:1][CH:2]=1, predict the reactants needed to synthesize it. (3) Given the product [CH2:13]([O:15][C:16]1[CH:23]=[CH:22][C:19]([CH:20]2[CH2:21][C:3]3=[C:4]([C:9]([O:11][CH3:12])=[O:10])[C:5]([OH:8])=[CH:6][CH:7]=[C:2]3[O:1]2)=[CH:18][CH:17]=1)[CH3:14], predict the reactants needed to synthesize it. The reactants are: [O:1]=[C:2]1[CH:7]=[CH:6][C:5](=[O:8])[C:4]([C:9]([O:11][CH3:12])=[O:10])=[CH:3]1.[CH2:13]([O:15][C:16]1[CH:23]=[CH:22][C:19]([CH:20]=[CH2:21])=[CH:18][CH:17]=1)[CH3:14].C(=O)([O-])O.[Na+]. (4) Given the product [Br:1][C:2]1[C:3]([C:8]([C:18]2[CH:19]=[CH:20][C:15]([Cl:14])=[CH:16][CH:17]=2)=[O:9])=[N:4][N:5]([CH3:7])[CH:6]=1, predict the reactants needed to synthesize it. The reactants are: [Br:1][C:2]1[C:3]([C:8](N(OC)C)=[O:9])=[N:4][N:5]([CH3:7])[CH:6]=1.[Cl:14][C:15]1[CH:20]=[CH:19][C:18]([Mg]Br)=[CH:17][CH:16]=1. (5) Given the product [CH3:1][O:2][C:3]1[CH:4]=[C:5]([N:6]2[CH2:18][CH2:17][CH:16]([OH:20])[CH2:15]2)[CH:7]=[C:8]([C:10]([F:11])([F:12])[F:13])[CH:9]=1, predict the reactants needed to synthesize it. The reactants are: [CH3:1][O:2][C:3]1[CH:4]=[C:5]([CH:7]=[C:8]([C:10]([F:13])([F:12])[F:11])[CH:9]=1)[NH2:6].Br[CH2:15][CH:16]([OH:20])[CH2:17][CH2:18]Br.C(=O)([O-])[O-].[Na+].[Na+]. (6) Given the product [CH3:22][O:21][C:17](=[O:20])[CH:18]=[CH:19][C:5]1[CH:6]=[CH:7][C:2]([F:1])=[CH:3][C:4]=1[S:9][CH3:10], predict the reactants needed to synthesize it. The reactants are: [F:1][C:2]1[CH:7]=[CH:6][C:5](I)=[C:4]([S:9][CH3:10])[CH:3]=1.C([O-])([O-])=O.[K+].[K+].[C:17]([O:21][CH3:22])(=[O:20])[CH:18]=[CH2:19].N#N. (7) The reactants are: [CH2:1]([N:8]1[C:13](=[O:14])[C:12]([Br:15])=[C:11](OC)[CH:10]=[N:9]1)[C:2]1[CH:7]=[CH:6][CH:5]=[CH:4][CH:3]=1.[CH3:18][S:19][C:20]1[CH:25]=[CH:24][C:23](B(O)O)=[CH:22][CH:21]=1. Given the product [CH2:1]([N:8]1[C:13](=[O:14])[C:12]([Br:15])=[C:11]([C:23]2[CH:24]=[CH:25][C:20]([S:19][CH3:18])=[CH:21][CH:22]=2)[CH:10]=[N:9]1)[C:2]1[CH:7]=[CH:6][CH:5]=[CH:4][CH:3]=1, predict the reactants needed to synthesize it.